Dataset: Forward reaction prediction with 1.9M reactions from USPTO patents (1976-2016). Task: Predict the product of the given reaction. (1) Given the reactants [N:1]([CH2:4][CH2:5][CH2:6][C:7]1[C:15]2[C:10](=[CH:11][CH:12]=[C:13]([F:16])[CH:14]=2)[N:9]([S:17]([C:20]2[N:27]3[C:23]([S:24][CH:25]=[CH:26]3)=[N:22][C:21]=2[Cl:28])(=[O:19])=[O:18])[CH:8]=1)=[N+]=[N-].C1(P(C2C=CC=CC=2)C2C=CC=CC=2)C=CC=CC=1.O, predict the reaction product. The product is: [Cl:28][C:21]1[N:22]=[C:23]2[N:27]([C:20]=1[S:17]([N:9]1[C:10]3[C:15](=[CH:14][C:13]([F:16])=[CH:12][CH:11]=3)[C:7]([CH2:6][CH2:5][CH2:4][NH2:1])=[CH:8]1)(=[O:18])=[O:19])[CH:26]=[CH:25][S:24]2. (2) Given the reactants [Cl:1][C:2]1[S:3][C:4]([CH2:10][CH3:11])=[CH:5][C:6]=1[C:7]([OH:9])=O.CCN(C(C)C)C(C)C.CN(C(ON1N=N[C:31]2[CH:32]=[CH:33][CH:34]=[N:35][C:30]1=2)=[N+](C)C)C.F[P-](F)(F)(F)(F)F.N1CCCCC1, predict the reaction product. The product is: [Cl:1][C:2]1[S:3][C:4]([CH2:10][CH3:11])=[CH:5][C:6]=1[C:7]([N:35]1[CH2:30][CH2:31][CH2:32][CH2:33][CH2:34]1)=[O:9]. (3) Given the reactants [F:1][C:2]1[CH:7]=[CH:6][CH:5]=[CH:4][C:3]=1[N:8]1[C:16](=[O:17])[C:15]2[C@H:14]3[C:18]([CH3:20])([CH3:19])[C@:11]([CH3:21])([CH2:12][CH2:13]3)[C:10]=2[NH:9]1.[CH2:22](Br)[C:23]1[CH:28]=[CH:27][CH:26]=[CH:25][CH:24]=1, predict the reaction product. The product is: [CH2:22]([N:9]1[C:10]2[C@:11]3([CH3:21])[C:18]([CH3:20])([CH3:19])[C@@H:14]([CH2:13][CH2:12]3)[C:15]=2[C:16](=[O:17])[N:8]1[C:3]1[CH:4]=[CH:5][CH:6]=[CH:7][C:2]=1[F:1])[C:23]1[CH:28]=[CH:27][CH:26]=[CH:25][CH:24]=1. (4) Given the reactants [Br:1][CH2:2][CH2:3][CH2:4][CH2:5][CH2:6][OH:7].[C:8]1([P:14]([C:21]2[CH:26]=[CH:25][CH:24]=[CH:23][CH:22]=2)[C:15]2[CH:20]=[CH:19][CH:18]=[CH:17][CH:16]=2)[CH:13]=[CH:12][CH:11]=[CH:10][CH:9]=1, predict the reaction product. The product is: [Br-:1].[OH:7][CH2:6][CH2:5][CH2:4][CH2:3][CH2:2][P+:14]([C:15]1[CH:16]=[CH:17][CH:18]=[CH:19][CH:20]=1)([C:21]1[CH:26]=[CH:25][CH:24]=[CH:23][CH:22]=1)[C:8]1[CH:9]=[CH:10][CH:11]=[CH:12][CH:13]=1. (5) Given the reactants [CH2:1]([CH2:6][NH2:7])[CH2:2][C:3](O)=[O:4].[P:8]([OH:11])([OH:10])[OH:9].[P:12](=O)([OH:15])([OH:14])[OH:13].P(Cl)(Cl)(Cl)=[O:18], predict the reaction product. The product is: [CH2:1]([CH2:6][NH2:7])[CH2:2][C:3]([P:12]([OH:15])([OH:14])=[O:13])([P:8]([OH:11])([OH:10])=[O:9])[OH:4].[OH2:18]. (6) Given the reactants Cl[C:2]1[NH:3][C:4]2[C:9]([C:10]=1[S:11]([C:14]1[CH:19]=[CH:18][CH:17]=[CH:16][CH:15]=1)(=[O:13])=[O:12])=[CH:8][C:7]([Cl:20])=[CH:6][CH:5]=2.[NH2:21][NH2:22].C1COCC1, predict the reaction product. The product is: [Cl:20][C:7]1[CH:8]=[C:9]2[C:4](=[CH:5][CH:6]=1)[NH:3][C:2]([NH:21][NH2:22])=[C:10]2[S:11]([C:14]1[CH:19]=[CH:18][CH:17]=[CH:16][CH:15]=1)(=[O:13])=[O:12]. (7) Given the reactants [C:1]12([CH2:11][OH:12])[CH2:10][CH:5]3[CH2:6][CH:7](CC(C3)C1)[CH2:8]2.C(O)C1C=CC=CC=1.BrC1C=NC=CC=1Cl.[Br:29][C:30]1[C:31](Cl)=[CH:32][C:33]([Cl:36])=[N:34][CH:35]=1, predict the reaction product. The product is: [CH2:11]([O:12][C:31]1[C:30]([Br:29])=[CH:35][N:34]=[C:33]([Cl:36])[CH:32]=1)[C:1]1[CH:10]=[CH:5][CH:6]=[CH:7][CH:8]=1. (8) Given the reactants [CH:1]1([N:6]2[CH2:12][C:11]([F:14])([F:13])[C:10](=[O:15])[N:9]([CH3:16])[C:8]3[CH:17]=[N:18][C:19]([NH:21][C:22]4[CH:30]=[CH:29][C:25]([C:26](O)=[O:27])=[CH:24][C:23]=4[CH2:31][CH3:32])=[N:20][C:7]2=3)[CH2:5][CH2:4][CH2:3][CH2:2]1.O[N:34]1[C:38]2C=CC=CC=2N=N1.F[P-](F)(F)(F)(F)F.CN(C(N(C)C)=[N+]1C2C=CC=CC=2[N+]([O-])=N1)C.[CH:67]([N:70]([CH:73]([CH3:75])C)[CH2:71]C)(C)C.CN(C)CCN, predict the reaction product. The product is: [CH:1]1([N:6]2[CH2:12][C:11]([F:13])([F:14])[C:10](=[O:15])[N:9]([CH3:16])[C:8]3[CH:17]=[N:18][C:19]([NH:21][C:22]4[CH:30]=[CH:29][C:25]([C:26]([NH:34][CH2:38][CH2:75][CH2:73][N:70]([CH3:67])[CH3:71])=[O:27])=[CH:24][C:23]=4[CH2:31][CH3:32])=[N:20][C:7]2=3)[CH2:5][CH2:4][CH2:3][CH2:2]1.